From a dataset of Catalyst prediction with 721,799 reactions and 888 catalyst types from USPTO. Predict which catalyst facilitates the given reaction. (1) Reactant: [ClH:1].C1(C(C2C=CC=CC=2)[N:9]2[CH2:12][CH:11]([N:13]3[CH:17]=[CH:16][C:15]([C:18]4[CH:23]=[CH:22][C:21]([F:24])=[CH:20][CH:19]=4)=[C:14]3[C:25]3[CH:30]=[CH:29][N:28]=[CH:27][CH:26]=3)[CH2:10]2)C=CC=CC=1. Product: [ClH:1].[ClH:1].[NH:9]1[CH2:10][CH:11]([N:13]2[CH:17]=[CH:16][C:15]([C:18]3[CH:19]=[CH:20][C:21]([F:24])=[CH:22][CH:23]=3)=[C:14]2[C:25]2[CH:30]=[CH:29][N:28]=[CH:27][CH:26]=2)[CH2:12]1. The catalyst class is: 261. (2) Reactant: [CH3:1][NH:2][CH3:3].[OH:4][C:5]1[CH:10]=[CH:9][C:8]([S:11](Cl)(=[O:13])=[O:12])=[CH:7][C:6]=1[N+:15]([O-:17])=[O:16]. Product: [OH:4][C:5]1[CH:10]=[CH:9][C:8]([S:11]([N:2]([CH3:3])[CH3:1])(=[O:13])=[O:12])=[CH:7][C:6]=1[N+:15]([O-:17])=[O:16]. The catalyst class is: 7.